From a dataset of Full USPTO retrosynthesis dataset with 1.9M reactions from patents (1976-2016). Predict the reactants needed to synthesize the given product. (1) Given the product [Cl:1][C:6]1[CH:7]=[CH:8][C:26]([NH:28][C:3]2[C:12]3[C:7](=[CH:8][CH:9]=[CH:10][CH:11]=3)[C:6]([CH2:13][C:14]3[CH:19]=[CH:18][N:17]=[CH:16][N:15]=3)=[N:5][N:4]=2)=[CH:27][CH:13]=1, predict the reactants needed to synthesize it. The reactants are: [ClH:1].Cl[C:3]1[C:12]2[C:7](=[CH:8][CH:9]=[CH:10][CH:11]=2)[C:6]([CH2:13][C:14]2[CH:19]=[CH:18][N:17]=[CH:16][N:15]=2)=[N:5][N:4]=1.Cl.P(Cl)(Cl)(Cl)=O.[C:26](#[N:28])[CH3:27]. (2) Given the product [F:1][C:2]1[C:3]([C:13]2[CH:18]=[CH:17][C:16]([C:19]([F:20])([F:21])[F:22])=[CH:15][CH:14]=2)=[CH:4][CH:5]=[C:6]([CH:8]([CH3:12])[C:9]([O:11][CH3:28])=[O:10])[CH:7]=1, predict the reactants needed to synthesize it. The reactants are: [F:1][C:2]1[CH:7]=[C:6]([CH:8]([CH3:12])[C:9]([OH:11])=[O:10])[CH:5]=[CH:4][C:3]=1[C:13]1[CH:18]=[CH:17][C:16]([C:19]([F:22])([F:21])[F:20])=[CH:15][CH:14]=1.S(=O)(=O)(O)O.[CH3:28]O. (3) Given the product [NH:30]1[C:38]2[C:33](=[CH:34][CH:35]=[CH:36][CH:37]=2)[C:32](/[CH:39]=[C:8]2\[O:9][C:5]3[C:4](/[CH:13]=[CH:14]\[CH2:15][CH2:16][CH:17]4[CH2:18][CH2:19][N:20]([C:23]([O:25][C:26]([CH3:29])([CH3:28])[CH3:27])=[O:24])[CH2:21][CH2:22]4)=[C:3]([O:2][CH3:1])[CH:12]=[CH:11][C:6]=3[C:7]\2=[O:10])=[N:31]1, predict the reactants needed to synthesize it. The reactants are: [CH3:1][O:2][C:3]1[CH:12]=[CH:11][C:6]2[C:7](=[O:10])[CH2:8][O:9][C:5]=2[C:4]=1[CH:13]=[CH:14][CH2:15][CH2:16][CH:17]1[CH2:22][CH2:21][N:20]([C:23]([O:25][C:26]([CH3:29])([CH3:28])[CH3:27])=[O:24])[CH2:19][CH2:18]1.[NH:30]1[C:38]2[C:33](=[CH:34][CH:35]=[CH:36][CH:37]=2)[C:32]([CH:39]=O)=[N:31]1.N1CCCCC1. (4) Given the product [CH3:1][O:18][CH2:17][CH2:16][O:15][CH2:14][CH2:13][O:12][CH2:11][CH2:10][O:9][CH2:8][CH2:7][O:19][CH2:38][CH2:37][O:36][CH2:35][CH2:34][O:33][CH2:32][CH2:31][O:30][CH2:29][CH2:28][O:27][CH2:26][CH2:25][O:24][CH2:23][CH2:22][OH:40], predict the reactants needed to synthesize it. The reactants are: [CH3:1]C(C)([O-])C.[K+].[CH2:7]([OH:19])[CH2:8][O:9][CH2:10][CH2:11][O:12][CH2:13][CH2:14][O:15][CH2:16][CH2:17][OH:18].[Cl-].C[CH:22]([OH:40])[CH2:23][O:24][CH2:25][CH2:26][O:27][CH2:28][CH2:29][O:30][CH2:31][CH2:32][O:33][CH2:34][CH2:35][O:36][CH2:37][CH2:38]O.Cl. (5) Given the product [CH2:15]([N:8]([CH2:1][C:2]1[CH:7]=[CH:6][CH:5]=[CH:4][CH:3]=1)[CH2:9][CH2:10][C:11]([O:13][CH2:22][CH3:23])([CH3:14])[CH3:12])[C:16]1[CH:17]=[CH:18][CH:19]=[CH:20][CH:21]=1, predict the reactants needed to synthesize it. The reactants are: [CH2:1]([N:8]([CH2:15][C:16]1[CH:21]=[CH:20][CH:19]=[CH:18][CH:17]=1)[CH2:9][CH2:10][C:11]([CH3:14])([OH:13])[CH3:12])[C:2]1[CH:7]=[CH:6][CH:5]=[CH:4][CH:3]=1.[CH2:22](I)[CH3:23]. (6) Given the product [CH:1]1([CH2:4][C:5]2[C:13]3[C:12](=[O:14])[CH2:11][C:10]([CH3:16])([CH3:15])[CH2:9][C:8]=3[N:7]([C:17]3[CH:18]=[CH:19][C:20]([C:21]([NH2:22])=[O:27])=[CH:23][CH:24]=3)[N:6]=2)[CH2:3][CH2:2]1, predict the reactants needed to synthesize it. The reactants are: [CH:1]1([CH2:4][C:5]2[C:13]3[C:12](=[O:14])[CH2:11][C:10]([CH3:16])([CH3:15])[CH2:9][C:8]=3[N:7]([C:17]3[CH:24]=[CH:23][C:20]([C:21]#[N:22])=[CH:19][CH:18]=3)[N:6]=2)[CH2:3][CH2:2]1.CC[OH:27].CS(C)=O.